This data is from Forward reaction prediction with 1.9M reactions from USPTO patents (1976-2016). The task is: Predict the product of the given reaction. (1) Given the reactants [CH3:1][O:2][C:3](=[O:26])[CH2:4][C:5]1[CH:14]=[C:13]([CH3:15])[CH:12]=[C:11]2[C:6]=1[C:7]([CH3:25])=[C:8]([CH2:17][C:18]1[CH:23]=[CH:22][C:21]([Cl:24])=[CH:20][CH:19]=1)[C:9](=[O:16])[NH:10]2.Br[CH2:28][CH3:29].C(=O)([O-])[O-].[K+].[K+].CN(C)C=O, predict the reaction product. The product is: [CH3:1][O:2][C:3](=[O:26])[CH2:4][C:5]1[CH:14]=[C:13]([CH3:15])[CH:12]=[C:11]2[C:6]=1[C:7]([CH3:25])=[C:8]([CH2:17][C:18]1[CH:19]=[CH:20][C:21]([Cl:24])=[CH:22][CH:23]=1)[C:9]([O:16][CH2:28][CH3:29])=[N:10]2. (2) Given the reactants [C:1]([C:3]1[CH:33]=[CH:32][C:6]([CH2:7][NH:8][C:9](=[O:31])[CH:10]([C:14]2[C:19]([F:20])=[CH:18][C:17](B3OC(C)(C)C(C)(C)O3)=[CH:16][C:15]=2[F:30])[O:11][CH2:12][CH3:13])=[CH:5][CH:4]=1)#[N:2].Cl.Br[C:36]1[CH:41]=[CH:40][N:39]=[CH:38][CH:37]=1.C(=O)([O-])[O-].[Na+].[Na+], predict the reaction product. The product is: [C:1]([C:3]1[CH:4]=[CH:5][C:6]([CH2:7][NH:8][C:9](=[O:31])[CH:10]([C:14]2[C:19]([F:20])=[CH:18][C:17]([C:36]3[CH:41]=[CH:40][N:39]=[CH:38][CH:37]=3)=[CH:16][C:15]=2[F:30])[O:11][CH2:12][CH3:13])=[CH:32][CH:33]=1)#[N:2].